This data is from NCI-60 drug combinations with 297,098 pairs across 59 cell lines. The task is: Regression. Given two drug SMILES strings and cell line genomic features, predict the synergy score measuring deviation from expected non-interaction effect. (1) Drug 1: CNC(=O)C1=CC=CC=C1SC2=CC3=C(C=C2)C(=NN3)C=CC4=CC=CC=N4. Drug 2: CN(C)C1=NC(=NC(=N1)N(C)C)N(C)C. Cell line: TK-10. Synergy scores: CSS=-6.17, Synergy_ZIP=1.24, Synergy_Bliss=-1.43, Synergy_Loewe=-9.53, Synergy_HSA=-5.95. (2) Drug 1: CC1C(C(CC(O1)OC2CC(OC(C2O)C)OC3=CC4=CC5=C(C(=O)C(C(C5)C(C(=O)C(C(C)O)O)OC)OC6CC(C(C(O6)C)O)OC7CC(C(C(O7)C)O)OC8CC(C(C(O8)C)O)(C)O)C(=C4C(=C3C)O)O)O)O. Drug 2: CCCCCOC(=O)NC1=NC(=O)N(C=C1F)C2C(C(C(O2)C)O)O. Cell line: A498. Synergy scores: CSS=13.5, Synergy_ZIP=-0.507, Synergy_Bliss=0.183, Synergy_Loewe=-1.20, Synergy_HSA=0.754. (3) Drug 1: CCC1=C2CN3C(=CC4=C(C3=O)COC(=O)C4(CC)O)C2=NC5=C1C=C(C=C5)O. Drug 2: CNC(=O)C1=NC=CC(=C1)OC2=CC=C(C=C2)NC(=O)NC3=CC(=C(C=C3)Cl)C(F)(F)F. Cell line: EKVX. Synergy scores: CSS=8.16, Synergy_ZIP=-3.14, Synergy_Bliss=-3.27, Synergy_Loewe=-25.0, Synergy_HSA=-1.29. (4) Drug 1: C1=CC(=CC=C1C#N)C(C2=CC=C(C=C2)C#N)N3C=NC=N3. Drug 2: COC1=C2C(=CC3=C1OC=C3)C=CC(=O)O2. Cell line: HS 578T. Synergy scores: CSS=9.26, Synergy_ZIP=-6.39, Synergy_Bliss=-6.46, Synergy_Loewe=0.570, Synergy_HSA=-0.00467. (5) Drug 1: CNC(=O)C1=NC=CC(=C1)OC2=CC=C(C=C2)NC(=O)NC3=CC(=C(C=C3)Cl)C(F)(F)F. Drug 2: CC12CCC3C(C1CCC2OP(=O)(O)O)CCC4=C3C=CC(=C4)OC(=O)N(CCCl)CCCl.[Na+]. Cell line: MDA-MB-435. Synergy scores: CSS=13.7, Synergy_ZIP=2.43, Synergy_Bliss=12.0, Synergy_Loewe=5.80, Synergy_HSA=7.48. (6) Drug 1: C1C(C(OC1N2C=NC3=C(N=C(N=C32)Cl)N)CO)O. Drug 2: CN(C(=O)NC(C=O)C(C(C(CO)O)O)O)N=O. Cell line: MALME-3M. Synergy scores: CSS=23.0, Synergy_ZIP=-6.93, Synergy_Bliss=0.156, Synergy_Loewe=-22.4, Synergy_HSA=0.111.